Dataset: HIV replication inhibition screening data with 41,000+ compounds from the AIDS Antiviral Screen. Task: Binary Classification. Given a drug SMILES string, predict its activity (active/inactive) in a high-throughput screening assay against a specified biological target. (1) The compound is CN(C)c1ncnc2c1ncn2C1OC(CO)CC1F. The result is 1 (active). (2) The drug is O=[N+]([O-])CC(SCc1ccccc1)c1ccc2c(c1)OCO2. The result is 0 (inactive). (3) The molecule is N#Cc1ccccc1Nc1ccccc1S. The result is 0 (inactive). (4) The compound is COc1cccc2c1[OH+][Zn-2]1(O)[S+]=C(N)[N-][N+]1=C2. The result is 0 (inactive). (5) The molecule is C1CCSCCCCCSCCCCCSCCCCCSCC1. The result is 0 (inactive). (6) The drug is CCOC(=O)c1cc(OC(C)=O)c2ccccc2c1. The result is 0 (inactive).